Task: Predict the reactants needed to synthesize the given product.. Dataset: Full USPTO retrosynthesis dataset with 1.9M reactions from patents (1976-2016) (1) Given the product [ClH:36].[C:29]1([C:10](=[O:9])[CH2:11][C:12]2[NH:16][C:15]3[CH2:25][CH2:26][CH2:27][CH2:28][C:14]=3[N:13]=2)[CH:34]=[CH:33][CH:32]=[CH:31][CH:30]=1, predict the reactants needed to synthesize it. The reactants are: C([O:9][C:10]([C:29]1[CH:34]=[CH:33][CH:32]=[CH:31][CH:30]=1)=[CH:11][C:12]1[N:16](C(=O)C2C=CC=CC=2)[C:15]2[CH2:25][CH2:26][CH2:27][CH2:28][C:14]=2[N:13]=1)(=O)C1C=CC=CC=1.O.[ClH:36]. (2) Given the product [C:1]([O:5][C:6](=[O:19])[NH:7][C:8]1[S:9][C:10]([C:13]#[C:14][C:21]2[CH:22]=[C:23]([C:24](=[O:25])[NH:26][C:27]3[CH:32]=[C:31]([C:33]([F:36])([F:35])[F:34])[CH:30]=[C:29]([N:37]4[CH:41]=[C:40]([CH3:42])[N:39]=[CH:38]4)[CH:28]=3)[CH:43]=[CH:44][C:45]=2[CH3:46])=[CH:11][N:12]=1)([CH3:4])([CH3:3])[CH3:2], predict the reactants needed to synthesize it. The reactants are: [C:1]([O:5][C:6](=[O:19])[NH:7][C:8]1[S:9][C:10]([C:13]#[C:14][Si](C)(C)C)=[CH:11][N:12]=1)([CH3:4])([CH3:3])[CH3:2].I[C:21]1[CH:22]=[C:23]([CH:43]=[CH:44][C:45]=1[CH3:46])[C:24]([NH:26][C:27]1[CH:32]=[C:31]([C:33]([F:36])([F:35])[F:34])[CH:30]=[C:29]([N:37]2[CH:41]=[C:40]([CH3:42])[N:39]=[CH:38]2)[CH:28]=1)=[O:25].CCCC[N+](CCCC)(CCCC)CCCC.[F-].C(N(C(C)C)CC)(C)C. (3) Given the product [CH:5]1[C:16]2([CH2:21][CH2:20][CH2:19][CH2:18][CH2:17]2)[CH2:22][CH2:1][C:2](=[O:3])[CH:4]=1, predict the reactants needed to synthesize it. The reactants are: [CH3:1][C:2]([CH:4]=[CH2:5])=[O:3].C([O-])(=O)C.[Na+].C(O)(=O)C.O.[C:16]1([CH3:22])[CH:21]=[CH:20][CH:19]=[CH:18][CH:17]=1. (4) Given the product [I:62][C:63]1[CH:64]=[C:65]([CH:109]=[CH:110][CH:111]=1)[CH2:66][O:67][C:68]([C@@H:70]1[CH2:75][CH2:74][CH2:73][N:72]([C:76](=[O:108])[C@@H:77]([NH:93][C:94](=[O:107])[C@@H:95]([NH:99][C:100](=[O:101])[C@H:4]([CH3:5])[C@H:3]([O:2][CH3:1])[C@@H:9]([CH3:28])[C@@H:10]([O:26][CH3:27])/[CH:11]=[CH:12]/[Sn:13]([CH2:22][CH2:23][CH2:24][CH3:25])([CH2:14][CH2:15][CH2:16][CH3:17])[CH2:18][CH2:19][CH2:20][CH3:21])[CH:96]([CH3:98])[CH3:97])[CH2:78][C:79]2[CH:84]=[CH:83][CH:82]=[C:81]([O:85][Si:86]([C:89]([CH3:90])([CH3:91])[CH3:92])([CH3:88])[CH3:87])[CH:80]=2)[NH:71]1)=[O:69], predict the reactants needed to synthesize it. The reactants are: [CH3:1][O:2][C@H:3]([C@@H:9]([CH3:28])[C@@H:10]([O:26][CH3:27])/[CH:11]=[CH:12]/[Sn:13]([CH2:22][CH2:23][CH2:24][CH3:25])([CH2:18][CH2:19][CH2:20][CH3:21])[CH2:14][CH2:15][CH2:16][CH3:17])[C@@H:4](C)[C:5](O)=O.C(N(C(C)C)CC)(C)C.CN(C(ON1N=NC2C=CC=NC1=2)=[N+](C)C)C.F[P-](F)(F)(F)(F)F.[I:62][C:63]1[CH:64]=[C:65]([CH:109]=[CH:110][CH:111]=1)[CH2:66][O:67][C:68]([C@@H:70]1[CH2:75][CH2:74][CH2:73][N:72]([C:76](=[O:108])[C@@H:77]([NH:93][C:94](=[O:107])[C@@H:95]([NH:99][C:100](OC(C)(C)C)=[O:101])[CH:96]([CH3:98])[CH3:97])[CH2:78][C:79]2[CH:84]=[CH:83][CH:82]=[C:81]([O:85][Si:86]([C:89]([CH3:92])([CH3:91])[CH3:90])([CH3:88])[CH3:87])[CH:80]=2)[NH:71]1)=[O:69]. (5) Given the product [Br:1][C:2]1[CH:3]=[C:4]2[C:8](=[CH:9][CH:10]=1)[N:7]([CH:19]1[CH2:20][CH2:21][CH2:22][CH2:23][O:18]1)[N:6]=[C:5]2[C:11]1[CH:16]=[CH:15][C:14]([F:17])=[CH:13][CH:12]=1, predict the reactants needed to synthesize it. The reactants are: [Br:1][C:2]1[CH:3]=[C:4]2[C:8](=[CH:9][CH:10]=1)[NH:7][N:6]=[C:5]2[C:11]1[CH:16]=[CH:15][C:14]([F:17])=[CH:13][CH:12]=1.[O:18]1[CH:23]=[CH:22][CH2:21][CH2:20][CH2:19]1.O.C1(C)C=CC(S(O)(=O)=O)=CC=1. (6) Given the product [CH3:1][O:2][C:3]1[CH:4]=[C:5]([CH:22]=[CH:23][C:24]=1[O:25][CH3:26])[CH2:6][N:7]([CH2:18][C:19]([Cl:30])=[O:20])[S:8]([C:11]1[CH:16]=[CH:15][C:14]([CH3:17])=[CH:13][CH:12]=1)(=[O:10])=[O:9], predict the reactants needed to synthesize it. The reactants are: [CH3:1][O:2][C:3]1[CH:4]=[C:5]([CH:22]=[CH:23][C:24]=1[O:25][CH3:26])[CH2:6][N:7]([CH2:18][C:19](O)=[O:20])[S:8]([C:11]1[CH:16]=[CH:15][C:14]([CH3:17])=[CH:13][CH:12]=1)(=[O:10])=[O:9].C(Cl)(=O)C([Cl:30])=O.